The task is: Predict the product of the given reaction.. This data is from Forward reaction prediction with 1.9M reactions from USPTO patents (1976-2016). Given the reactants [N:1]([CH2:4][C:5]1[C:10]([F:11])=[CH:9][C:8]([Br:12])=[CH:7][C:6]=1[F:13])=[N+]=[N-].C1C=CC(P(C2C=CC=CC=2)C2C=CC=CC=2)=CC=1.O, predict the reaction product. The product is: [Br:12][C:8]1[CH:7]=[C:6]([F:13])[C:5]([CH2:4][NH2:1])=[C:10]([F:11])[CH:9]=1.